From a dataset of Forward reaction prediction with 1.9M reactions from USPTO patents (1976-2016). Predict the product of the given reaction. Given the reactants [F:1][C:2]1[CH:29]=[C:28]([F:30])[CH:27]=[CH:26][C:3]=1[CH2:4][N:5]1[C:9]2=[CH:10][N:11]=[C:12]([C:14]([O:16][CH3:17])=[O:15])[CH:13]=[C:8]2[C:7]([CH2:18]SC2C=CC=CC=2)=[CH:6]1.[CH3:31][O:32][CH:33](O)[CH3:34].CCN(C(C)C)C(C)C.CN(C=[O:49])C, predict the reaction product. The product is: [F:1][C:2]1[CH:29]=[C:28]([F:30])[CH:27]=[CH:26][C:3]=1[CH2:4][N:5]1[C:9]2=[CH:10][N:11]=[C:12]([C:14]([O:16][CH3:17])=[O:15])[CH:13]=[C:8]2[C:7]([CH2:18][O:49][CH2:34][CH2:33][O:32][CH3:31])=[CH:6]1.